From a dataset of TCR-epitope binding with 47,182 pairs between 192 epitopes and 23,139 TCRs. Binary Classification. Given a T-cell receptor sequence (or CDR3 region) and an epitope sequence, predict whether binding occurs between them. The epitope is NLSALGIFST. The TCR CDR3 sequence is CASSQEGRRDEQFF. Result: 0 (the TCR does not bind to the epitope).